Dataset: Full USPTO retrosynthesis dataset with 1.9M reactions from patents (1976-2016). Task: Predict the reactants needed to synthesize the given product. (1) Given the product [C:21]([C:18]1[CH:19]=[CH:20][C:15]([N:13]([CH3:14])[C:11]([C:8]2[N:9]=[CH:10][C:5]3[N:6]([C:2]([C:33]4[CH:32]=[CH:31][C:30]([C:27]5[O:26][C:25]([NH:24][CH3:23])=[N:29][N:28]=5)=[CH:35][CH:34]=4)=[CH:3][N:4]=3)[CH:7]=2)=[O:12])=[CH:16][CH:17]=1)#[N:22], predict the reactants needed to synthesize it. The reactants are: Br[C:2]1[N:6]2[CH:7]=[C:8]([C:11]([N:13]([C:15]3[CH:20]=[CH:19][C:18]([C:21]#[N:22])=[CH:17][CH:16]=3)[CH3:14])=[O:12])[N:9]=[CH:10][C:5]2=[N:4][CH:3]=1.[CH3:23][NH:24][C:25]1[O:26][C:27]([C:30]2[CH:35]=[CH:34][C:33](B3OC(C)(C)C(C)(C)O3)=[CH:32][CH:31]=2)=[N:28][N:29]=1.OP([O-])([O-])=O.[K+].[K+]. (2) Given the product [CH:27]12[CH2:28][CH:29]3[CH2:30][CH:31]([CH2:32][CH:25]([CH2:34]3)[CH:26]1[NH:35][C:36]([CH:37]1[CH2:41][CH2:40][CH2:39][N:38]1[CH2:10][CH2:9][N:8]([CH2:1][C:2]1[CH:7]=[CH:6][CH:5]=[CH:4][CH:3]=1)[CH3:12])=[O:42])[CH2:33]2, predict the reactants needed to synthesize it. The reactants are: [CH2:1]([N:8]([CH3:12])[CH2:9][CH2:10]O)[C:2]1[CH:7]=[CH:6][CH:5]=[CH:4][CH:3]=1.C(N(CC)CC)C.CS(Cl)(=O)=O.[CH:25]12[CH2:34][CH:29]3[CH2:30][CH:31]([CH2:33][CH:27]([CH2:28]3)[CH:26]1[NH:35][C:36](=[O:42])[C@H:37]1[CH2:41][CH2:40][CH2:39][NH:38]1)[CH2:32]2. (3) Given the product [CH3:23][O:24][C:25](=[O:32])[CH2:26][CH2:27][CH2:28][CH2:29][CH2:30][O:22][C:12]1[C:13]([N+:19]([O-:21])=[O:20])=[CH:14][C:15]([N+:16]([O-:18])=[O:17])=[C:10]([NH:9][C:4]2[CH:5]=[CH:6][C:7]([CH3:8])=[C:2]([CH3:1])[CH:3]=2)[CH:11]=1, predict the reactants needed to synthesize it. The reactants are: [CH3:1][C:2]1[CH:3]=[C:4]([NH:9][C:10]2[CH:11]=[C:12]([OH:22])[C:13]([N+:19]([O-:21])=[O:20])=[CH:14][C:15]=2[N+:16]([O-:18])=[O:17])[CH:5]=[CH:6][C:7]=1[CH3:8].[CH3:23][O:24][C:25](=[O:32])[CH2:26][CH2:27][CH2:28][CH2:29][CH2:30]Br. (4) The reactants are: [CH3:1][O:2][C:3]1[CH:4]=[C:5]2[C:10](=[CH:11][C:12]=1[O:13][CH3:14])[N:9]=[CH:8][CH:7]=[C:6]2[O:15][C:16]1[CH:22]=[CH:21][C:19]([NH2:20])=[CH:18][CH:17]=1.C(N(CC)CC)C.ClC(Cl)(O[C:34](=[O:40])OC(Cl)(Cl)Cl)Cl.[CH3:42][C:43]1[CH:48]=[CH:47][C:46]([C@@H:49]([NH2:51])[CH3:50])=[CH:45][CH:44]=1. Given the product [CH3:1][O:2][C:3]1[CH:4]=[C:5]2[C:10](=[CH:11][C:12]=1[O:13][CH3:14])[N:9]=[CH:8][CH:7]=[C:6]2[O:15][C:16]1[CH:22]=[CH:21][C:19]([NH:20][C:34]([NH:51][C@H:49]([C:46]2[CH:47]=[CH:48][C:43]([CH3:42])=[CH:44][CH:45]=2)[CH3:50])=[O:40])=[CH:18][CH:17]=1, predict the reactants needed to synthesize it. (5) Given the product [CH:21]1([C:13]2[CH:14]=[CH:15][C:16]([N+:18]([O-:20])=[O:19])=[CH:17][C:12]=2[N:11]2[C:6]([C:7]([F:10])([F:9])[F:8])=[N:3][N:2]=[N:1]2)[CH2:23][CH2:22]1, predict the reactants needed to synthesize it. The reactants are: [N-:1]=[N+:2]=[N-:3].[Na+].Cl/[C:6](=[N:11]\[C:12]1[CH:17]=[C:16]([N+:18]([O-:20])=[O:19])[CH:15]=[CH:14][C:13]=1[CH:21]1[CH2:23][CH2:22]1)/[C:7]([F:10])([F:9])[F:8].